This data is from NCI-60 drug combinations with 297,098 pairs across 59 cell lines. The task is: Regression. Given two drug SMILES strings and cell line genomic features, predict the synergy score measuring deviation from expected non-interaction effect. (1) Drug 1: CCC(=C(C1=CC=CC=C1)C2=CC=C(C=C2)OCCN(C)C)C3=CC=CC=C3.C(C(=O)O)C(CC(=O)O)(C(=O)O)O. Drug 2: CC1=C2C(C(=O)C3(C(CC4C(C3C(C(C2(C)C)(CC1OC(=O)C(C(C5=CC=CC=C5)NC(=O)OC(C)(C)C)O)O)OC(=O)C6=CC=CC=C6)(CO4)OC(=O)C)O)C)O. Cell line: K-562. Synergy scores: CSS=54.4, Synergy_ZIP=42.2, Synergy_Bliss=46.3, Synergy_Loewe=34.6, Synergy_HSA=36.2. (2) Drug 1: CN1CCC(CC1)COC2=C(C=C3C(=C2)N=CN=C3NC4=C(C=C(C=C4)Br)F)OC. Drug 2: C1CC(=O)NC(=O)C1N2CC3=C(C2=O)C=CC=C3N. Cell line: SN12C. Synergy scores: CSS=15.2, Synergy_ZIP=-6.43, Synergy_Bliss=-0.921, Synergy_Loewe=0.908, Synergy_HSA=1.83. (3) Drug 1: CN(C)N=NC1=C(NC=N1)C(=O)N. Drug 2: C(CC(=O)O)C(=O)CN.Cl. Cell line: SF-539. Synergy scores: CSS=-1.86, Synergy_ZIP=-4.49, Synergy_Bliss=-10.8, Synergy_Loewe=-12.4, Synergy_HSA=-9.84. (4) Drug 1: C1=CC(=CC=C1CCC2=CNC3=C2C(=O)NC(=N3)N)C(=O)NC(CCC(=O)O)C(=O)O. Drug 2: C1C(C(OC1N2C=NC3=C2NC=NCC3O)CO)O. Cell line: MDA-MB-231. Synergy scores: CSS=5.09, Synergy_ZIP=-3.85, Synergy_Bliss=-11.0, Synergy_Loewe=-12.3, Synergy_HSA=-9.46. (5) Drug 1: CN(CCCl)CCCl.Cl. Drug 2: C1CCC(C(C1)N)N.C(=O)(C(=O)[O-])[O-].[Pt+4]. Cell line: NCI-H522. Synergy scores: CSS=58.4, Synergy_ZIP=-3.44, Synergy_Bliss=-4.26, Synergy_Loewe=-1.32, Synergy_HSA=0.940. (6) Drug 2: CN1C2=C(C=C(C=C2)N(CCCl)CCCl)N=C1CCCC(=O)O.Cl. Cell line: OVCAR-5. Synergy scores: CSS=7.88, Synergy_ZIP=-5.95, Synergy_Bliss=-1.27, Synergy_Loewe=-13.5, Synergy_HSA=-2.18. Drug 1: C1=C(C(=O)NC(=O)N1)N(CCCl)CCCl. (7) Drug 1: CN(CCCl)CCCl.Cl. Drug 2: CC1=C(C(=O)C2=C(C1=O)N3CC4C(C3(C2COC(=O)N)OC)N4)N. Cell line: HOP-92. Synergy scores: CSS=22.4, Synergy_ZIP=-5.52, Synergy_Bliss=-4.70, Synergy_Loewe=-5.12, Synergy_HSA=-2.84.